This data is from Full USPTO retrosynthesis dataset with 1.9M reactions from patents (1976-2016). The task is: Predict the reactants needed to synthesize the given product. (1) The reactants are: [Cl:1][C:2]1[CH:3]=[CH:4][C:5]([O:23][CH2:24][C:25]2[CH:30]=[CH:29][CH:28]=[CH:27][CH:26]=2)=[C:6]([C:8]2[N:9]([C:14]3[CH:15]=[C:16]([CH:20]=[CH:21][CH:22]=3)[C:17](O)=[O:18])[C:10]([CH3:13])=[CH:11][CH:12]=2)[CH:7]=1.C(Cl)CCl.C1C=CC2N(O)N=NC=2C=1.[NH2:45][CH2:46][C:47]1[CH:52]=[CH:51][CH:50]=[CH:49][N:48]=1. Given the product [Cl:1][C:2]1[CH:3]=[CH:4][C:5]([O:23][CH2:24][C:25]2[CH:30]=[CH:29][CH:28]=[CH:27][CH:26]=2)=[C:6]([C:8]2[N:9]([C:14]3[CH:15]=[C:16]([CH:20]=[CH:21][CH:22]=3)[C:17]([NH:45][CH2:46][C:47]3[CH:52]=[CH:51][CH:50]=[CH:49][N:48]=3)=[O:18])[C:10]([CH3:13])=[CH:11][CH:12]=2)[CH:7]=1, predict the reactants needed to synthesize it. (2) Given the product [NH2:8][C:5]1[CH:6]=[CH:7][C:2]([C:26]2[CH:27]=[CH:28][C:23]([C:21]#[N:22])=[CH:24][CH:25]=2)=[CH:3][C:4]=1[C:9]([F:12])([F:11])[F:10], predict the reactants needed to synthesize it. The reactants are: Br[C:2]1[CH:7]=[CH:6][C:5]([NH2:8])=[C:4]([C:9]([F:12])([F:11])[F:10])[CH:3]=1.CO.C(=O)([O-])[O-].[Na+].[Na+].[C:21]([C:23]1[CH:28]=[CH:27][C:26](B(O)O)=[CH:25][CH:24]=1)#[N:22]. (3) Given the product [NH:14]1[C:15]2[C:11](=[CH:10][C:9]([NH:8][C:6]3[C:5]([CH3:18])=[CH:4][N:3]=[C:2]([C:28]4[CH:27]=[C:26]([CH:31]=[CH:30][C:29]=4[F:32])[O:25][CH2:24][C:23]([NH:22][CH:19]4[CH2:20][CH2:21]4)=[O:42])[N:7]=3)=[CH:17][CH:16]=2)[CH:12]=[N:13]1, predict the reactants needed to synthesize it. The reactants are: Cl[C:2]1[N:7]=[C:6]([NH:8][C:9]2[CH:10]=[C:11]3[C:15](=[CH:16][CH:17]=2)[NH:14][N:13]=[CH:12]3)[C:5]([CH3:18])=[CH:4][N:3]=1.[CH:19]1([NH:22][C:23](=[O:42])[CH2:24][O:25][C:26]2[CH:31]=[CH:30][C:29]([F:32])=[C:28](B3OC(C)(C)C(C)(C)O3)[CH:27]=2)[CH2:21][CH2:20]1.CC([O-])=O.[K+].